The task is: Predict which catalyst facilitates the given reaction.. This data is from Catalyst prediction with 721,799 reactions and 888 catalyst types from USPTO. Reactant: [F:1][C:2]([F:7])([F:6])[C:3]([OH:5])=[O:4].[Cl:8][C:9]1[CH:14]=[CH:13][C:12]([C:15]2([OH:39])[CH2:20][CH2:19][N:18]([CH:21]3[CH:25]([OH:26])[CH2:24][N:23]([C:27]([C:29]4[CH:34]=[CH:33][CH:32]=[CH:31][C:30]=4[C:35]([F:38])([F:37])[F:36])=[O:28])[CH2:22]3)[CH2:17][CH2:16]2)=[CH:11][CH:10]=1.[C:40](OC(=O)C)(=[O:42])[CH3:41]. Product: [F:1][C:2]([F:7])([F:6])[C:3]([OH:5])=[O:4].[Cl:8][C:9]1[CH:14]=[CH:13][C:12]([C:15]2([OH:39])[CH2:20][CH2:19][N:18]([CH:21]3[CH2:22][N:23]([C:27](=[O:28])[C:29]4[CH:34]=[CH:33][CH:32]=[CH:31][C:30]=4[C:35]([F:37])([F:36])[F:38])[CH2:24][CH:25]3[O:26][C:40](=[O:42])[CH3:41])[CH2:17][CH2:16]2)=[CH:11][CH:10]=1. The catalyst class is: 3.